This data is from Forward reaction prediction with 1.9M reactions from USPTO patents (1976-2016). The task is: Predict the product of the given reaction. (1) Given the reactants ClCCl.[F:4][C:5]1[CH:20]=[C:19]([F:21])[CH:18]=[C:17]([F:22])[C:6]=1[C:7]([C:9]1[CH:10]=[C:11]([C:14]([OH:16])=[O:15])[NH:12][CH:13]=1)=[O:8].[N+](=[CH2:25])=[N-], predict the reaction product. The product is: [F:4][C:5]1[CH:20]=[C:19]([F:21])[CH:18]=[C:17]([F:22])[C:6]=1[C:7]([C:9]1[CH:10]=[C:11]([C:14]([O:16][CH3:25])=[O:15])[NH:12][CH:13]=1)=[O:8]. (2) Given the reactants Br[C:2]1[CH:3]=[C:4]2[C:8](=[CH:9][C:10]=1[Cl:11])[NH:7][N:6]=[C:5]2[C:12]([OH:14])=[O:13].[CH2:15]([O:17][C:18]1[CH:23]=[CH:22][C:21](B(O)O)=[CH:20][CH:19]=1)[CH3:16].C(=O)([O-])[O-].[K+].[K+], predict the reaction product. The product is: [Cl:11][C:10]1[CH:9]=[C:8]2[C:4]([C:5]([C:12]([OH:14])=[O:13])=[N:6][NH:7]2)=[CH:3][C:2]=1[C:21]1[CH:22]=[CH:23][C:18]([O:17][CH2:15][CH3:16])=[CH:19][CH:20]=1. (3) Given the reactants [CH3:1][O:2][C:3]1[C:4](=[O:22])[C:5](C(O)=O)=[N:6][N:7]([C:9]2[CH:10]=[CH:11][CH:12]=[C:13]3[C:18]=2[N:17]=[CH:16][CH:15]=[CH:14]3)[CH:8]=1.C1C=CC(P([N:37]=[N+]=[N-])(C2C=CC=CC=2)=O)=CC=1.CCN(CC)CC.[OH-].[Na+], predict the reaction product. The product is: [NH2:37][C:5]1[C:4](=[O:22])[C:3]([O:2][CH3:1])=[CH:8][N:7]([C:9]2[CH:10]=[CH:11][CH:12]=[C:13]3[C:18]=2[N:17]=[CH:16][CH:15]=[CH:14]3)[N:6]=1. (4) Given the reactants [CH2:1]([O:3][C:4]1[CH:23]=[CH:22][C:7]([CH2:8][O:9][C:10]2[CH:11]=[CH:12][C:13]3[O:17][C:16]([C:18](=[O:20])[CH3:19])=[CH:15][C:14]=3[CH:21]=2)=[CH:6][CH:5]=1)[CH3:2].[BH4-].[Na+].O, predict the reaction product. The product is: [CH2:1]([O:3][C:4]1[CH:23]=[CH:22][C:7]([CH2:8][O:9][C:10]2[CH:11]=[CH:12][C:13]3[O:17][C:16]([CH:18]([OH:20])[CH3:19])=[CH:15][C:14]=3[CH:21]=2)=[CH:6][CH:5]=1)[CH3:2]. (5) The product is: [N:1]([C@@H:4]1[C@@H:8]([C@H:9]2[CH2:13][O:12][C:11]([CH3:14])([CH3:15])[O:10]2)[O:7][C:6](=[O:16])[C@@H:5]1[O:17][S:26]([C:25]([F:38])([F:37])[F:24])(=[O:28])=[O:27])=[N+:2]=[N-:3]. Given the reactants [N:1]([C@H:4]1[C@@H:8]([C@H:9]2[CH2:13][O:12][C:11]([CH3:15])([CH3:14])[O:10]2)[O:7][C:6](=[O:16])[C@@H:5]1[OH:17])=[N+:2]=[N-:3].N1C=CC=CC=1.[F:24][C:25]([F:38])([F:37])[S:26](O[S:26]([C:25]([F:38])([F:37])[F:24])(=[O:28])=[O:27])(=[O:28])=[O:27], predict the reaction product. (6) Given the reactants BrC1C(OC)=C(C=CC=1CSC1C=CC=CC=1C)C(OCC)=O.[Br:24][C:25]1[C:26]([O:44][CH3:45])=[C:27]([C:33]([CH2:36][S:37][C:38]2[CH:43]=[CH:42][CH:41]=[CH:40][CH:39]=2)=[CH:34][CH:35]=1)[C:28]([O:30][CH2:31][CH3:32])=[O:29].[Cl:46]C1C=C(S)C=CC=1, predict the reaction product. The product is: [Br:24][C:25]1[C:26]([O:44][CH3:45])=[C:27]([C:33]([CH2:36][S:37][C:38]2[CH:43]=[CH:42][CH:41]=[C:40]([Cl:46])[CH:39]=2)=[CH:34][CH:35]=1)[C:28]([O:30][CH2:31][CH3:32])=[O:29]. (7) Given the reactants Br[CH2:2][C:3]1[CH:18]=[CH:17][C:6]([C:7]([O:9][CH2:10][C:11]2[CH:16]=[CH:15][CH:14]=[CH:13][CH:12]=2)=[O:8])=[CH:5][C:4]=1[N+:19]([O-:21])=[O:20].C1(P(C2C=CC=CC=2)C2C=CC=CC=2)C=CC=CC=1.[CH:41]([C:43]1[C:48]([CH3:49])=[CH:47][C:46](/[CH:50]=[CH:51]/[C:52]([O:54][CH3:55])=[O:53])=[CH:45][C:44]=1[CH3:56])=O.C(=O)([O-])[O-].[K+].[K+], predict the reaction product. The product is: [CH3:55][O:54][C:52](/[CH:51]=[CH:50]/[C:46]1[CH:45]=[C:44]([CH3:56])[C:43](/[CH:41]=[CH:2]/[C:3]2[CH:18]=[CH:17][C:6]([C:7]([O:9][CH2:10][C:11]3[CH:16]=[CH:15][CH:14]=[CH:13][CH:12]=3)=[O:8])=[CH:5][C:4]=2[N+:19]([O-:21])=[O:20])=[C:48]([CH3:49])[CH:47]=1)=[O:53].